This data is from Reaction yield outcomes from USPTO patents with 853,638 reactions. The task is: Predict the reaction yield, written as a fraction of the theoretical maximum amount of product (1.0 means a 100% yield; for example, 0.34 means a 34% yield). (1) The yield is 0.450. The product is [C:12]([O:11][C:9](=[O:10])[NH:34][C:31]1([CH3:33])[CH2:32][N:29]([CH:16]([C:17]2[CH:22]=[CH:21][CH:20]=[CH:19][CH:18]=2)[C:23]2[CH:28]=[CH:27][CH:26]=[CH:25][CH:24]=2)[CH2:30]1)([CH3:13])([CH3:14])[CH3:15]. The reactants are [C:9](O[C:9]([O:11][C:12]([CH3:15])([CH3:14])[CH3:13])=[O:10])([O:11][C:12]([CH3:15])([CH3:14])[CH3:13])=[O:10].[CH:16]([N:29]1[CH2:32][C:31]([NH2:34])([CH3:33])[CH2:30]1)([C:23]1[CH:28]=[CH:27][CH:26]=[CH:25][CH:24]=1)[C:17]1[CH:22]=[CH:21][CH:20]=[CH:19][CH:18]=1. The catalyst is C(Cl)Cl. (2) No catalyst specified. The reactants are [F:1][C:2]([F:7])([F:6])[C:3]([OH:5])=[O:4].[CH2:8]([S:10]([N:13]1[CH2:18][CH2:17][CH:16]([C:19]2[C:27]3[C:22](=[C:23]([C:40]([NH2:42])=[O:41])[CH:24]=[C:25]([C:28]4[CH:32]=[C:31]([CH2:33][N:34]([C@@H:36]([CH3:39])[CH2:37][OH:38])[CH3:35])[S:30][CH:29]=4)[CH:26]=3)[NH:21][CH:20]=2)[CH2:15][CH2:14]1)(=[O:12])=[O:11])[CH3:9].N[C@H:44](C)[CH2:45]O. The yield is 0.218. The product is [F:1][C:2]([F:7])([F:6])[C:3]([OH:5])=[O:4].[CH2:8]([S:10]([N:13]1[CH2:18][CH2:17][CH:16]([C:19]2[C:27]3[C:22](=[C:23]([C:40]([NH2:42])=[O:41])[CH:24]=[C:25]([C:28]4[CH:32]=[C:31]([CH2:33][N:34]([C@@H:36]5[CH2:39][CH2:45][CH2:44][C@H:37]5[OH:38])[CH3:35])[S:30][CH:29]=4)[CH:26]=3)[NH:21][CH:20]=2)[CH2:15][CH2:14]1)(=[O:11])=[O:12])[CH3:9]. (3) The reactants are [F:1][C:2]1[CH:30]=[C:29]([N+:31]([O-])=O)[CH:28]=[CH:27][C:3]=1[O:4][C:5]1[CH:10]=[CH:9][N:8]=[C:7]2[CH:11]=[C:12]([C:14]3[N:15]([CH3:26])[C:16]([CH2:19][N:20]4[CH2:24][CH2:23][CH2:22][C:21]4=[O:25])=[CH:17][N:18]=3)[S:13][C:6]=12.[Cl-].[NH4+]. The catalyst is CO.O.[Zn]. The product is [NH2:31][C:29]1[CH:28]=[CH:27][C:3]([O:4][C:5]2[CH:10]=[CH:9][N:8]=[C:7]3[CH:11]=[C:12]([C:14]4[N:15]([CH3:26])[C:16]([CH2:19][N:20]5[CH2:24][CH2:23][CH2:22][C:21]5=[O:25])=[CH:17][N:18]=4)[S:13][C:6]=23)=[C:2]([F:1])[CH:30]=1. The yield is 0.660. (4) The catalyst is O. The yield is 0.290. The reactants are O1CCOCC1.[CH3:7][O:8][C:9]1[C:14]([N+:15]([O-:17])=[O:16])=[CH:13][C:12]([CH3:18])=[CH:11][C:10]=1B1OC(C)(C)C(C)(C)O1.Br[C:29]1[O:33][C:32]([C:34]([OH:36])=[O:35])=[CH:31][CH:30]=1.C(=O)([O-])[O-].[Na+].[Na+]. The product is [N+:15]([C:14]1[C:9]([O:8][CH3:7])=[C:10]([C:29]2[O:33][C:32]([C:34]([OH:36])=[O:35])=[CH:31][CH:30]=2)[CH:11]=[C:12]([CH3:18])[CH:13]=1)([O-:17])=[O:16]. (5) The product is [NH2:12][C:11]1[C:2]([Cl:1])=[N:3][C:4]2[C:9]([C:10]=1[NH:15][CH2:16][C:17]([CH3:18])([OH:19])[CH3:20])=[CH:8][CH:7]=[CH:6][CH:5]=2. The catalyst is CC(O)C.O. The yield is 0.715. The reactants are [Cl:1][C:2]1[C:11]([N+:12]([O-])=O)=[C:10]([NH:15][CH2:16][C:17]([CH3:20])([OH:19])[CH3:18])[C:9]2[C:4](=[CH:5][CH:6]=[CH:7][CH:8]=2)[N:3]=1.C(N(CC)CC)C.[O-]S(S([O-])=O)=O.[Na+].[Na+].Cl. (6) The reactants are [C:1]([O:5][C:6]([NH:8][C:9]1[CH:14]=[C:13]([Cl:15])[CH:12]=[C:11]([CH2:16]O)[N:10]=1)=[O:7])([CH3:4])([CH3:3])[CH3:2].[Cl:18]CCl.S(Cl)(Cl)=O.C(=O)(O)[O-].[Na+]. The catalyst is O.N1C=CC=CC=1. The product is [C:1]([O:5][C:6]([NH:8][C:9]1[CH:14]=[C:13]([Cl:15])[CH:12]=[C:11]([CH2:16][Cl:18])[N:10]=1)=[O:7])([CH3:4])([CH3:3])[CH3:2]. The yield is 0.710. (7) The reactants are [NH2:1][C@@H:2]1[CH2:7][CH2:6][CH2:5][N:4]([C:8]2[N:9]([CH2:16][C:17]3[CH:24]=[CH:23][CH:22]=[CH:21][C:18]=3[C:19]#[N:20])[C:10](=[O:15])[C:11](Br)=[CH:12][N:13]=2)[CH2:3]1.[CH3:25][Si:26]([C:29]#[CH:30])([CH3:28])[CH3:27].C(N(CC)CC)C. The catalyst is C1COCC1.CCOC(C)=O.Cl[Pd](Cl)([P](C1C=CC=CC=1)(C1C=CC=CC=1)C1C=CC=CC=1)[P](C1C=CC=CC=1)(C1C=CC=CC=1)C1C=CC=CC=1.[Cu](I)I.C1(P(C2C=CC=CC=2)C2C=CC=CC=2)C=CC=CC=1. The product is [NH2:1][C@@H:2]1[CH2:7][CH2:6][CH2:5][N:4]([C:8]2[N:9]([CH2:16][C:17]3[CH:24]=[CH:23][CH:22]=[CH:21][C:18]=3[C:19]#[N:20])[C:10](=[O:15])[C:11]([C:30]#[C:29][Si:26]([CH3:28])([CH3:27])[CH3:25])=[CH:12][N:13]=2)[CH2:3]1. The yield is 0.850.